From a dataset of Human Reference Interactome with 51,813 positive PPI pairs across 8,248 proteins, plus equal number of experimentally-validated negative pairs. Binary Classification. Given two protein amino acid sequences, predict whether they physically interact or not. (1) Protein 1 (ENSG00000047249) has sequence MTKMDIRGAVDAAVPTNIIAAKAAEVRANKVNWQSYLQGQMISAEDCEFIQRFEMKRSPEEKQEMLQTEGSQCAKTFINLMTHICKEQTVQYILTMVDDMLQENHQRVSIFFDYARCSKNTAWPYFLPMLNRQDPFTVHMAARIIAKLAAWGKELMEGSDLNYYFNWIKTQLSSQSSQYVQCVAGCLQLMLRVNEYRFAWVEADGVNCIMGVLSNKCGFQLQYQMIFSIWLLAFSPQMCEHLRRYNIIPVLSDILQESVKEKVTRIILAAFRNFLEKSTERETRQEYALAMIQCKVLKQL.... Protein 2 (ENSG00000113240) has sequence MRHSKRTHCPDWDSRESWGHESYRGSHKRKRRSHSSTQENRHCKPHHQFKESDCHYLEARSLNERDYRDRRYVDEYRNDYCEGYVPRHYHRDIESGYRIHCSKSSVRSRRSSPKRKRNRHCSSHQSRSKSHRRKRSRSIEDDEEGHLICQSGDVLRARYEIVDTLGEGAFGKVVECIDHGMDGMHVAVKIVKNVGRYREAARSEIQVLEHLNSTDPNSVFRCVQMLEWFDHHGHVCIVFELLGLSTYDFIKENSFLPFQIDHIRQMAYQICQSINFLHHNKLTHTDLKPENILFVKSDYV.... Result: 0 (the proteins do not interact). (2) Protein 1 (ENSG00000159128) has sequence MRPTLLWSLLLLLGVFAAAAAAPPDPLSQLPAPQHPKIRLYNAEQVLSWEPVALSNSTRPVVYQVQFKYTDSKWFTADIMSIGVNCTQITATECDFTAASPSAGFPMDFNVTLRLRAELGALHSAWVTMPWFQHYRNVTVGPPENIEVTPGEGSLIIRFSSPFDIADTSTAFFCYYVHYWEKGGIQQVKGPFRSNSISLDNLKPSRVYCLQVQAQLLWNKSNIFRVGHLSNISCYETMADASTELQQVILISVGTFSLLSVLAGACFFLVLKYRGLIKYWFHTPPSIPLQIEEYLKDPTQ.... Protein 2 (ENSG00000184305) has sequence MGDSGSRRSTLVSRLPIFRRSINRRHDSLPSSPSSSNTVGVHSSSPSSTNSSSGSTGKRRSIFRTPSISFHHKKGSEPKQEPTNQNLSISNGAQPGHSNMQKLSLEEHIKTRGRHSVGFSSSRNKKITRSLTEDFEREKEHSTNKNVFINCLSSGKSEGDDSGFTEDQTRRSVKQSTRKLLPKSFSSHYKFSKPVLQSQSISLVQQSEFSLEVTQYQEREPVLVRASPSCSVDVTERAGSSLQSPLLSADLTTAQTPSEFLALTEDSVSEMDAFSKSGSMASHCDNFGHNDSTSQMSLNS.... Result: 0 (the proteins do not interact). (3) Protein 1 (ENSG00000110934) has sequence MAEGKAGGAAGLFAKQVQKKFSRAQEKVLQKLGKAVETKDERFEQSASNFYQQQAEGHKLYKDLKNFLSAVKVMHESSKRVSETLQEIYSSEWDGHEELKAIVWERIAKRGRKLVDYDSARHHLEAVQNAKKKDEAKTAKAEEEFNKAQTVFEDLNQELLEELPILYNSRIGCYVTIFQNISNLRDVFYREMSKLNHNLYEVMSKLEKQHSNKVFVVKGLSSSSRRSLVISPPVRTATVSSPLTSPTSPSTLSLKSESESVSATEDLAPDAAQGEDNSEIKELLEEEEIEKEGSEASSSE.... Protein 2 (ENSG00000123689) has sequence METVQELIPLAKEMMAQKRKGKMVKLYVLGSVLALFGVVLGLMETVCSPFTAARRLRDQEAAVAELQAALERQALQKQALQEKGKQQDTVLGGRALSNRQHAS*. Result: 0 (the proteins do not interact).